Dataset: Full USPTO retrosynthesis dataset with 1.9M reactions from patents (1976-2016). Task: Predict the reactants needed to synthesize the given product. (1) Given the product [CH3:1][C:2]1[N:3]=[C:4]([NH:7][C:8]([C:10]2[CH:15]=[C:14]([C:23]3[CH:22]=[CH:21][CH:20]=[C:19]([F:18])[CH:24]=3)[CH:13]=[C:12]([CH3:17])[N:11]=2)=[O:9])[S:5][CH:6]=1, predict the reactants needed to synthesize it. The reactants are: [CH3:1][C:2]1[N:3]=[C:4]([NH:7][C:8]([C:10]2[CH:15]=[C:14](Br)[CH:13]=[C:12]([CH3:17])[N:11]=2)=[O:9])[S:5][CH:6]=1.[F:18][C:19]1[CH:20]=[C:21](B(O)O)[CH:22]=[CH:23][CH:24]=1.C(=O)([O-])[O-].[Na+].[Na+].C1(P(C2C=CC=CC=2)C2C=CC=CC=2)C=CC=CC=1. (2) Given the product [NH2:1][C:4]1[CH:5]=[C:6]([C:13]2[CH:14]=[N:15][CH:16]=[CH:17][CH:18]=2)[C:7]2[O:11][CH2:10][CH2:9][C:8]=2[CH:12]=1, predict the reactants needed to synthesize it. The reactants are: [N+:1]([C:4]1[CH:5]=[C:6]([C:13]2[CH:14]=[N:15][CH:16]=[CH:17][CH:18]=2)[C:7]2[O:11][CH2:10][CH2:9][C:8]=2[CH:12]=1)([O-])=O.[Sn].O.[OH-].[Na+].